From a dataset of Reaction yield outcomes from USPTO patents with 853,638 reactions. Predict the reaction yield, written as a fraction of the theoretical maximum amount of product (1.0 means a 100% yield; for example, 0.34 means a 34% yield). (1) The reactants are [NH2:1][CH:2]([C:7]([F:10])([F:9])[F:8])[CH2:3][C:4](O)=[O:5].[C:11]1(=O)[C:19]2[C:14](=[CH:15][CH:16]=[CH:17][CH:18]=2)[C:13](=[O:20])[O:12]1.C[N:23](C=O)C. No catalyst specified. The product is [O:12]=[C:11]1[C:19]2[C:14](=[CH:15][CH:16]=[CH:17][CH:18]=2)[C:13](=[O:20])[N:1]1[CH:2]([C:7]([F:10])([F:9])[F:8])[CH2:3][C:4]([NH2:23])=[O:5]. The yield is 0.540. (2) The reactants are [NH:1]1[CH:6]=[CH:5][CH:4]=[CH:3][C:2]1=[O:7].Br[C:9]1[S:10][C:11]([C:15]([NH:17][CH2:18][C:19]2[CH:24]=[CH:23][C:22]([F:25])=[CH:21][CH:20]=2)=[O:16])=[C:12]([CH3:14])[N:13]=1. No catalyst specified. The product is [F:25][C:22]1[CH:21]=[CH:20][C:19]([CH2:18][NH:17][C:15]([C:11]2[S:10][C:9]([N:1]3[CH:6]=[CH:5][CH:4]=[CH:3][C:2]3=[O:7])=[N:13][C:12]=2[CH3:14])=[O:16])=[CH:24][CH:23]=1. The yield is 0.450.